From a dataset of Reaction yield outcomes from USPTO patents with 853,638 reactions. Predict the reaction yield, written as a fraction of the theoretical maximum amount of product (1.0 means a 100% yield; for example, 0.34 means a 34% yield). The reactants are O[CH2:2][CH2:3][CH:4]1[S:8][C:7]([C:9]2[NH:10][C:11]3[C:16]([CH:17]=2)=[CH:15][CH:14]=[CH:13][C:12]=3[N:18]([CH3:27])[S:19]([C:22]2[S:23][CH:24]=[CH:25][CH:26]=2)(=[O:21])=[O:20])=[N:6][CH2:5]1.C1(P(C2C=CC=CC=2)C2C=CC=CC=2)C=CC=CC=1.[N:47](C(OCC)=O)=NC(OCC)=O.C1(P(N=[N+]=[N-])(C2C=CC=CC=2)=O)C=CC=CC=1.C(=O)([O-])O.[Na+]. The catalyst is O1CCCC1.O.C1(C)C=CC=CC=1. The product is [NH2:47][CH2:2][CH2:3][CH:4]1[S:8][C:7]([C:9]2[NH:10][C:11]3[C:16]([CH:17]=2)=[CH:15][CH:14]=[CH:13][C:12]=3[N:18]([CH3:27])[S:19]([C:22]2[S:23][CH:24]=[CH:25][CH:26]=2)(=[O:21])=[O:20])=[N:6][CH2:5]1. The yield is 0.410.